This data is from Catalyst prediction with 721,799 reactions and 888 catalyst types from USPTO. The task is: Predict which catalyst facilitates the given reaction. (1) Reactant: [CH3:1][NH:2][CH2:3][CH2:4][OH:5].[C:6](=[O:9])([O-])[OH:7].[Na+].[CH2:11]1[CH2:15][O:14]C[CH2:12]1.[CH2:16](C(CC(Cl)=O)C(Cl)=O)[CH3:17]. Product: [OH:5][CH2:4][CH2:3][N:2]([CH3:1])[C:15](=[O:14])[CH2:11][CH2:12][C:6]([O:7][CH2:16][CH3:17])=[O:9]. The catalyst class is: 6. (2) Reactant: [CH3:1][O:2][C:3]([C@@H:5]1[CH2:14][C:13]2[C:8](=[CH:9][C:10]([OH:18])=[C:11]([N+:15]([O-])=O)[CH:12]=2)[CH2:7][N:6]1[C:19]([O:21][CH:22]([CH3:24])[CH3:23])=[O:20])=[O:4]. Product: [CH3:1][O:2][C:3]([C@@H:5]1[CH2:14][C:13]2[C:8](=[CH:9][C:10]([OH:18])=[C:11]([NH2:15])[CH:12]=2)[CH2:7][N:6]1[C:19]([O:21][CH:22]([CH3:24])[CH3:23])=[O:20])=[O:4]. The catalyst class is: 19. (3) Reactant: [C:1]([C:4]1[CH:9]=[CH:8][C:7]([C:10]2[N:15]=[C:14]([CH:16]=O)[CH:13]=[CH:12][C:11]=2[O:18][CH2:19][CH2:20][O:21][Si](C(C)(C)C)(C)C)=[CH:6][CH:5]=1)(=[O:3])[CH3:2].[NH2:29][C:30]1[CH:38]=[C:37]([O:39][CH3:40])[CH:36]=[C:35]([O:41][CH3:42])[C:31]=1[C:32]([NH2:34])=[O:33].OS([O-])=O.[Na+].O.C1(C)C=CC(S(O)(=O)=O)=CC=1. Product: [C:1]([C:4]1[CH:5]=[CH:6][C:7]([C:10]2[N:15]=[C:14]([C:16]3[NH:34][C:32](=[O:33])[C:31]4[C:30](=[CH:38][C:37]([O:39][CH3:40])=[CH:36][C:35]=4[O:41][CH3:42])[N:29]=3)[CH:13]=[CH:12][C:11]=2[O:18][CH2:19][CH2:20][OH:21])=[CH:8][CH:9]=1)(=[O:3])[CH3:2]. The catalyst class is: 80. (4) Reactant: [CH3:1][C@@:2]12[C@@H:10]([OH:11])[CH2:9][CH2:8][C@H:7]1[C@@H:6]1[CH2:12][CH2:13][C:14]3[C@@:20]([CH3:21])([C@H:5]1[CH2:4][CH2:3]2)[CH2:19][CH2:18][C:16](=[O:17])[CH:15]=3.Cl[C:23]([O:25][CH3:26])=[O:24]. Product: [CH3:26][O:25][C:23]([O:11][C@H:10]1[CH2:9][CH2:8][C@H:7]2[C@H:6]3[C@H:5]([CH2:4][CH2:3][C@:2]12[CH3:1])[C@:20]1([CH3:21])[C:14](=[CH:15][C:16](=[O:17])[CH2:18][CH2:19]1)[CH2:13][CH2:12]3)=[O:24]. The catalyst class is: 17. (5) Reactant: C1(O[C:8](=[O:23])[NH:9][C:10]2[S:14][C:13]3[CH:15]=[C:16]([OH:19])[CH:17]=[CH:18][C:12]=3[C:11]=2[C:20](=[O:22])[NH2:21])C=CC=CC=1.CS(C)=O.[S:28]1[CH:32]=[CH:31][CH:30]=[C:29]1[CH2:33][CH2:34][NH2:35].Cl. Product: [OH:19][C:16]1[CH:17]=[CH:18][C:12]2[C:11]([C:20]([NH2:21])=[O:22])=[C:10]([NH:9][C:8]([NH:35][CH2:34][CH2:33][C:29]3[S:28][CH:32]=[CH:31][CH:30]=3)=[O:23])[S:14][C:13]=2[CH:15]=1. The catalyst class is: 1.